From a dataset of CYP2C9 inhibition data for predicting drug metabolism from PubChem BioAssay. Regression/Classification. Given a drug SMILES string, predict its absorption, distribution, metabolism, or excretion properties. Task type varies by dataset: regression for continuous measurements (e.g., permeability, clearance, half-life) or binary classification for categorical outcomes (e.g., BBB penetration, CYP inhibition). Dataset: cyp2c9_veith. (1) The result is 0 (non-inhibitor). The drug is CC(=O)N1CCC2(CC1)CN(C(=O)Nc1cccc(C#N)c1)C2. (2) The molecule is Cc1nc2ccccn2c1C(=O)CSc1ccccc1Cl. The result is 1 (inhibitor). (3) The result is 0 (non-inhibitor). The compound is CC(C)[C@@H]1CN[C@H](C(=O)O)[C@@H]1CC(=O)O. (4) The result is 1 (inhibitor). The drug is CCC/C=C(\CCC)C(NS(=O)(=O)c1cccc2cccnc12)c1ccc(C(=O)OC)cc1. (5) The compound is COC(=O)[C@@]1(Cc2ccccc2)[C@H]2c3cc(C(=O)N4CCCC4)n(Cc4cccc5ccccc45)c3C[C@H]2CN1C(=O)c1ccccc1. The result is 1 (inhibitor).